This data is from Catalyst prediction with 721,799 reactions and 888 catalyst types from USPTO. The task is: Predict which catalyst facilitates the given reaction. (1) Reactant: [CH2:1]([O:8][C:9](=[O:29])[NH:10][C@@H:11]([CH3:28])[CH2:12][N:13]1[C:21]2[C:16](=[CH:17][CH:18]=[C:19]3[O:24][C:23]([C:25](=O)[NH2:26])=[CH:22][C:20]3=2)[CH:15]=[N:14]1)[C:2]1[CH:7]=[CH:6][CH:5]=[CH:4][CH:3]=1.S(Cl)(Cl)=O.[N:34]1[CH:39]=[CH:38][CH:37]=[CH:36][C:35]=1[N:40]1[CH2:45][CH2:44]N[CH2:42][CH2:41]1. Product: [CH2:1]([O:8][C:9](=[O:29])[NH:10][C@@H:11]([CH3:28])[CH2:12][N:13]1[C:21]2[C:16](=[CH:17][CH:18]=[C:19]3[O:24][C:23]([CH2:25][N:26]4[CH2:44][CH2:45][N:40]([C:35]5[CH:36]=[CH:37][CH:38]=[CH:39][N:34]=5)[CH2:41][CH2:42]4)=[CH:22][C:20]3=2)[CH:15]=[N:14]1)[C:2]1[CH:3]=[CH:4][CH:5]=[CH:6][CH:7]=1. The catalyst class is: 4. (2) Reactant: [CH3:1][C:2]1[CH:7]=[CH:6][C:5]([C:8]2[C:17]([C:18]3[CH:23]=[CH:22][C:21]([CH3:24])=[CH:20][CH:19]=3)=[N:16][C:15]3[C:10](=[CH:11][CH:12]=[CH:13][C:14]=3[NH:25][C:26]3[CH:31]=[CH:30][C:29]([N+:32]([O-])=O)=[CH:28][CH:27]=3)[N:9]=2)=[CH:4][CH:3]=1. Product: [CH3:1][C:2]1[CH:3]=[CH:4][C:5]([C:8]2[C:17]([C:18]3[CH:23]=[CH:22][C:21]([CH3:24])=[CH:20][CH:19]=3)=[N:16][C:15]3[C:10](=[CH:11][CH:12]=[CH:13][C:14]=3[NH:25][C:26]3[CH:27]=[CH:28][C:29]([NH2:32])=[CH:30][CH:31]=3)[N:9]=2)=[CH:6][CH:7]=1. The catalyst class is: 7. (3) Reactant: [F:1][C:2]1[CH:7]=[C:6]([F:8])[CH:5]=[CH:4][C:3]=1[C@:9]12[CH2:18][O:17][C@@H:16]([C:19]3[O:20][C:21]([CH3:24])=[N:22][N:23]=3)[CH2:15][C@H:14]1[CH2:13][S:12][C:11]([NH:25]C(=O)C1C=CC=CC=1)=[N:10]2.FC(F)(F)C(O)=O.FC1C=C(F)C=CC=1[C@]12CO[C@@H](C3ON=C(C)N=3)C[C@H]1CSC(N)=N2.[OH-].[NH4+]. Product: [F:1][C:2]1[CH:7]=[C:6]([F:8])[CH:5]=[CH:4][C:3]=1[C@:9]12[CH2:18][O:17][C@@H:16]([C:19]3[O:20][C:21]([CH3:24])=[N:22][N:23]=3)[CH2:15][C@H:14]1[CH2:13][S:12][C:11]([NH2:25])=[N:10]2. The catalyst class is: 192. (4) Reactant: [CH2:1]([O:8][C:9]1[CH:10]=[C:11]([CH:16]=[C:17]([CH2:19]OS(C)(=O)=O)[CH:18]=1)[C:12]([O:14][CH3:15])=[O:13])[C:2]1[CH:7]=[CH:6][CH:5]=[CH:4][CH:3]=1.[C-:25]#[N:26].[Na+].CCOC(C)=O.CCCCCC. Product: [CH2:1]([O:8][C:9]1[CH:10]=[C:11]([CH:16]=[C:17]([CH2:19][C:25]#[N:26])[CH:18]=1)[C:12]([O:14][CH3:15])=[O:13])[C:2]1[CH:3]=[CH:4][CH:5]=[CH:6][CH:7]=1. The catalyst class is: 31. (5) Reactant: Cl.CC1(C)[O:8][CH2:7][CH:6]([N:9]2[CH2:14][CH2:13][C:12]3=[N:15][N:16]([C:19]4[S:23][C:22]([C:24]5[CH:25]=[CH:26][C:27]([O:32][CH:33]([CH3:35])[CH3:34])=[C:28]([CH:31]=5)[C:29]#[N:30])=[N:21][N:20]=4)[C:17]([CH3:18])=[C:11]3[CH2:10]2)[CH2:5][O:4]1. Product: [OH:4][CH2:5][CH:6]([N:9]1[CH2:14][CH2:13][C:12]2=[N:15][N:16]([C:19]3[S:23][C:22]([C:24]4[CH:25]=[CH:26][C:27]([O:32][CH:33]([CH3:35])[CH3:34])=[C:28]([CH:31]=4)[C:29]#[N:30])=[N:21][N:20]=3)[C:17]([CH3:18])=[C:11]2[CH2:10]1)[CH2:7][OH:8]. The catalyst class is: 1. (6) Reactant: Cl[C:2]1[N:7]=[C:6]([N:8]([CH:15]([C:24]2[CH:25]=[N:26][CH:27]=[CH:28][CH:29]=2)[C:16]2[CH:23]=[CH:22][C:19]([C:20]#[N:21])=[CH:18][CH:17]=2)[C:9]2[CH:10]=[N:11][CH:12]=[CH:13][CH:14]=2)[CH:5]=[CH:4][CH:3]=1.[C:30](=[O:37])([O:32][C:33]([CH3:36])([CH3:35])[CH3:34])[NH2:31].C(=O)([O-])[O-].[Cs+].[Cs+].CC1(C)C2C=CC=C(P(C3C=CC=CC=3)C3C=CC=CC=3)C=2OC2C1=CC=CC=2P(C1C=CC=CC=1)C1C=CC=CC=1. Product: [C:20]([C:19]1[CH:22]=[CH:23][C:16]([CH:15]([N:8]([C:9]2[CH:10]=[N:11][CH:12]=[CH:13][CH:14]=2)[C:6]2[N:7]=[C:2]([NH:31][C:30](=[O:37])[O:32][C:33]([CH3:36])([CH3:35])[CH3:34])[CH:3]=[CH:4][CH:5]=2)[C:24]2[CH:25]=[N:26][CH:27]=[CH:28][CH:29]=2)=[CH:17][CH:18]=1)#[N:21]. The catalyst class is: 62. (7) The catalyst class is: 12. Product: [ClH:31].[O:23]1[C:24]2[CH:30]=[CH:29][CH:28]=[CH:27][C:25]=2[N:26]=[C:22]1[O:21][C:18]1[CH:19]=[CH:20][C:15]([O:14][CH2:13][C@H:9]2[CH2:10][CH2:11][CH2:12][NH:8]2)=[CH:16][CH:17]=1. Reactant: C(OC([N:8]1[CH2:12][CH2:11][CH2:10][C@@H:9]1[CH2:13][O:14][C:15]1[CH:20]=[CH:19][C:18]([O:21][C:22]2[O:23][C:24]3[CH:30]=[CH:29][CH:28]=[CH:27][C:25]=3[N:26]=2)=[CH:17][CH:16]=1)=O)(C)(C)C.[ClH:31].